This data is from Catalyst prediction with 721,799 reactions and 888 catalyst types from USPTO. The task is: Predict which catalyst facilitates the given reaction. (1) Reactant: [NH2:1][C:2]([CH3:55])([CH3:54])[CH2:3][CH2:4][CH2:5][N:6]1[C:14]2[C:9](=[CH:10][C:11]([O:15][CH:16]([F:18])[F:17])=[CH:12][CH:13]=2)[C:8]([C:19]2[N:24]=[C:23]3[C:25]([C:47]([NH:49][C:50]([CH3:53])([CH3:52])[CH3:51])=[O:48])=[CH:26][N:27](C(C4C=CC=CC=4)(C4C=CC=CC=4)C4C=CC=CC=4)[C:22]3=[N:21][CH:20]=2)=[N:7]1.[F:56][C:57]([F:62])([F:61])[C:58]([OH:60])=[O:59]. Product: [F:56][C:57]([F:62])([F:61])[C:58]([OH:60])=[O:59].[NH2:1][C:2]([CH3:55])([CH3:54])[CH2:3][CH2:4][CH2:5][N:6]1[C:14]2[C:9](=[CH:10][C:11]([O:15][CH:16]([F:18])[F:17])=[CH:12][CH:13]=2)[C:8]([C:19]2[N:24]=[C:23]3[C:25]([C:47]([NH:49][C:50]([CH3:53])([CH3:52])[CH3:51])=[O:48])=[CH:26][NH:27][C:22]3=[N:21][CH:20]=2)=[N:7]1. The catalyst class is: 4. (2) Reactant: [CH:1]1([C:4]([N:6]2[CH2:10][CH2:9][C@@H:8]([CH2:11][NH:12][C:13]3[CH:18]=[CH:17][N:16]=[CH:15][C:14]=3[N+:19]([O-])=O)[CH2:7]2)=[O:5])[CH2:3][CH2:2]1. Product: [CH:1]1([C:4]([N:6]2[CH2:10][CH2:9][C@@H:8]([CH2:11][NH:12][C:13]3[CH:18]=[CH:17][N:16]=[CH:15][C:14]=3[NH2:19])[CH2:7]2)=[O:5])[CH2:3][CH2:2]1. The catalyst class is: 19. (3) Reactant: [CH3:1][O:2][C:3]1[CH:4]=[C:5]2[C:10](=[CH:11][C:12]=1[O:13][CH3:14])[N:9]=[CH:8][CH:7]=[C:6]2[O:15][C:16]1[CH:26]=[CH:25][C:19]([O:20][CH2:21][C:22]([OH:24])=O)=[CH:18][CH:17]=1.CCN=C=NCCCN(C)C.Cl.C1C=CC2N(O)N=NC=2C=1.[NH2:49][C:50]1[C:51]([CH3:56])=[CH:52][CH:53]=[CH:54][CH:55]=1.C(=O)([O-])O.[Na+]. Product: [CH3:56][C:51]1[CH:52]=[CH:53][CH:54]=[CH:55][C:50]=1[NH:49][C:22](=[O:24])[CH2:21][O:20][C:19]1[CH:25]=[CH:26][C:16]([O:15][C:6]2[C:5]3[C:10](=[CH:11][C:12]([O:13][CH3:14])=[C:3]([O:2][CH3:1])[CH:4]=3)[N:9]=[CH:8][CH:7]=2)=[CH:17][CH:18]=1. The catalyst class is: 146.